Dataset: Reaction yield outcomes from USPTO patents with 853,638 reactions. Task: Predict the reaction yield, written as a fraction of the theoretical maximum amount of product (1.0 means a 100% yield; for example, 0.34 means a 34% yield). (1) The reactants are [OH:1][CH:2]1[CH2:7][CH2:6][CH2:5][CH2:4][CH:3]1[NH:8][C:9]([C:11]1[N:12]=[C:13]([C:25]2[CH:30]=[CH:29][C:28]([Cl:31])=[CH:27][C:26]=2[Cl:32])[N:14]([C:18]2[CH:23]=[CH:22][C:21]([OH:24])=[CH:20][CH:19]=2)[C:15]=1[CH2:16][OH:17])=[O:10].C(N(CC)CC)C.[F:40][C:41]([F:49])([F:48])[CH2:42][CH2:43][S:44](Cl)(=[O:46])=[O:45]. The catalyst is ClCCl. The product is [Cl:32][C:26]1[CH:27]=[C:28]([Cl:31])[CH:29]=[CH:30][C:25]=1[C:13]1[N:14]([C:18]2[CH:19]=[CH:20][C:21]([O:24][S:44]([CH2:43][CH2:42][C:41]([F:49])([F:48])[F:40])(=[O:46])=[O:45])=[CH:22][CH:23]=2)[C:15]([CH2:16][OH:17])=[C:11]([C:9](=[O:10])[NH:8][C@@H:3]2[CH2:4][CH2:5][CH2:6][CH2:7][C@@H:2]2[OH:1])[N:12]=1. The yield is 0.430. (2) The reactants are [CH3:1][S:2](Cl)(=[O:4])=[O:3].[CH3:6][O:7][C:8]1[CH:9]=[C:10]([CH:25]=[CH:26][C:27]=1[O:28][CH3:29])[O:11][CH:12]([C:17]1[CH:24]=[CH:23][C:20]([C:21]#[N:22])=[CH:19][CH:18]=1)[CH2:13][CH2:14][CH2:15][OH:16].C(N(CC)CC)C.O. The catalyst is C(Cl)Cl. The product is [CH3:1][S:2]([O:16][CH2:15][CH2:14][CH2:13][CH:12]([C:17]1[CH:18]=[CH:19][C:20]([C:21]#[N:22])=[CH:23][CH:24]=1)[O:11][C:10]1[CH:25]=[CH:26][C:27]([O:28][CH3:29])=[C:8]([O:7][CH3:6])[CH:9]=1)(=[O:4])=[O:3]. The yield is 1.00. (3) No catalyst specified. The reactants are [CH3:1][C:2]1[CH:7]=[CH:6][C:5]([C:8]2[CH:13]=[C:12]([N+:14]([O-:16])=[O:15])[CH:11]=[C:10]([C:17]([OH:19])=[O:18])[CH:9]=2)=[CH:4][CH:3]=1.O=S(Cl)Cl.[CH3:24]O. The product is [CH3:24][O:18][C:17]([C:10]1[CH:9]=[C:8]([C:5]2[CH:6]=[CH:7][C:2]([CH3:1])=[CH:3][CH:4]=2)[CH:13]=[C:12]([N+:14]([O-:16])=[O:15])[CH:11]=1)=[O:19]. The yield is 0.920. (4) The reactants are [Li+].[OH-].[Cl:3][C:4]1[CH:34]=[CH:33][CH:32]=[C:31]([Cl:35])[C:5]=1[C:6]([NH:8][C@H:9]([C:27]([O:29]C)=[O:28])[CH2:10][C:11]1[CH:16]=[CH:15][C:14]([C:17]#[C:18][CH2:19][NH:20][C:21]2[CH:26]=[CH:25][CH:24]=[CH:23][N:22]=2)=[CH:13][CH:12]=1)=[O:7]. The catalyst is O.CO.CC(N(C)C)=O. The product is [Cl:3][C:4]1[CH:34]=[CH:33][CH:32]=[C:31]([Cl:35])[C:5]=1[C:6]([NH:8][C@H:9]([C:27]([OH:29])=[O:28])[CH2:10][C:11]1[CH:16]=[CH:15][C:14]([C:17]#[C:18][CH2:19][NH:20][C:21]2[CH:26]=[CH:25][CH:24]=[CH:23][N:22]=2)=[CH:13][CH:12]=1)=[O:7]. The yield is 0.520. (5) The reactants are [NH2:1][C:2]1[NH:6][N:5]=[C:4]([CH3:7])[C:3]=1[C:8]1[S:9][C:10]2[CH:16]=[C:15]([S:17](Cl)(=[O:19])=[O:18])[CH:14]=[CH:13][C:11]=2[N:12]=1.[CH3:21][O:22][C:23]1[CH:30]=[CH:29][C:26]([CH2:27][NH2:28])=[CH:25][CH:24]=1.CN1CCOCC1. The catalyst is CO. The product is [CH3:21][O:22][C:23]1[CH:30]=[CH:29][C:26]([CH2:27][NH:28][S:17]([C:15]2[CH:14]=[CH:13][C:11]3[N:12]=[C:8]([C:3]4[C:4]([CH3:7])=[N:5][NH:6][C:2]=4[NH2:1])[S:9][C:10]=3[CH:16]=2)(=[O:19])=[O:18])=[CH:25][CH:24]=1. The yield is 0.110. (6) The reactants are [CH2:1]=[C:2]([C:4]1[N:5]=[CH:6][C:7]([O:10][C@H:11]2[CH2:26][N:14]3[CH2:15][CH2:16][N:17](C(OC(C)(C)C)=O)[CH2:18][C@@H:13]3[CH2:12]2)=[N:8][CH:9]=1)[CH3:3]. The catalyst is Cl.O1CCOCC1. The product is [CH2:1]=[C:2]([C:4]1[N:5]=[CH:6][C:7]([O:10][C@H:11]2[CH2:26][N:14]3[CH2:15][CH2:16][NH:17][CH2:18][C@@H:13]3[CH2:12]2)=[N:8][CH:9]=1)[CH3:3]. The yield is 0.900. (7) The reactants are [CH:1]([O:4][C:5]([N:7]1[CH2:12][CH2:11][CH:10]([O:13][C:14]2[C:19]([CH3:20])=[C:18]([O:21][C:22]3[C:23]([CH3:29])=[N:24][C:25](Cl)=[CH:26][CH:27]=3)[N:17]=[CH:16][N:15]=2)[CH2:9][CH2:8]1)=[O:6])([CH3:3])[CH3:2].C(=O)([O-])[O-].[K+].[K+].[SH:36][CH2:37][CH2:38][OH:39]. No catalyst specified. The product is [CH:1]([O:4][C:5]([N:7]1[CH2:12][CH2:11][CH:10]([O:13][C:14]2[C:19]([CH3:20])=[C:18]([O:21][C:22]3[C:23]([CH3:29])=[N:24][C:25]([S:36][CH2:37][CH2:38][OH:39])=[CH:26][CH:27]=3)[N:17]=[CH:16][N:15]=2)[CH2:9][CH2:8]1)=[O:6])([CH3:3])[CH3:2]. The yield is 0.0200.